From a dataset of Forward reaction prediction with 1.9M reactions from USPTO patents (1976-2016). Predict the product of the given reaction. (1) Given the reactants [Cl:1][C:2]1[C:7]([F:8])=[CH:6][CH:5]=[C:4]([Cl:9])[C:3]=1[CH:10]([OH:12])[CH3:11].Br[C:14]1[C:15]([NH2:21])=[N:16][CH:17]=[C:18]([Br:20])[N:19]=1, predict the reaction product. The product is: [Br:20][C:18]1[N:19]=[C:14]([O:12][CH:10]([C:3]2[C:4]([Cl:9])=[CH:5][CH:6]=[C:7]([F:8])[C:2]=2[Cl:1])[CH3:11])[C:15]([NH2:21])=[N:16][CH:17]=1. (2) Given the reactants [OH:1][CH2:2][C:3]1[N:7]=[CH:6][N:5]([C:8]2[N:9]=[CH:10][C:11]([O:22][CH3:23])=[C:12]3[C:16]([C:17](=[O:21])[C:18]([OH:20])=O)=[CH:15][NH:14][C:13]=23)[N:4]=1.[N:24]1[CH:29]=[CH:28][CH:27]=[CH:26][C:25]=1[C:30]1[C:31]2[CH2:39][CH2:38][NH:37][CH2:36][C:32]=2[N:33]=[CH:34][N:35]=1.F[B-](F)(F)F.N1(OC(N(C)C)=[N+](C)C)C2C=CC=CC=2N=N1.C(N(CC)C(C)C)(C)C, predict the reaction product. The product is: [OH:1][CH2:2][C:3]1[N:7]=[CH:6][N:5]([C:8]2[N:9]=[CH:10][C:11]([O:22][CH3:23])=[C:12]3[C:16]([C:17](=[O:21])[C:18]([N:37]4[CH2:38][CH2:39][C:31]5[C:30]([C:25]6[CH:26]=[CH:27][CH:28]=[CH:29][N:24]=6)=[N:35][CH:34]=[N:33][C:32]=5[CH2:36]4)=[O:20])=[CH:15][NH:14][C:13]=23)[N:4]=1. (3) Given the reactants [F:1][C:2]1[CH:3]=[C:4]([CH:22]=[C:23]([C:25]([F:28])([F:27])[F:26])[CH:24]=1)[CH2:5][C@H:6]1[CH2:11][C@H:10]([C:12]2[O:16][NH:15][C:14](=[O:17])[CH:13]=2)[CH2:9][CH2:8][N:7]1C(OC)=O.Br, predict the reaction product. The product is: [F:1][C:2]1[CH:3]=[C:4]([CH:22]=[C:23]([C:25]([F:27])([F:26])[F:28])[CH:24]=1)[CH2:5][C@H:6]1[CH2:11][C@H:10]([C:12]2[O:16][NH:15][C:14](=[O:17])[CH:13]=2)[CH2:9][CH2:8][NH:7]1. (4) Given the reactants [Na].Br[C:3]1[CH:8]=[CH:7][C:6]([C:9]2[N:10]=C(C(O)=O)N(C)C=2)=[CH:5][CH:4]=1.CN1[CH2:24][CH2:23][O:22]CC1.Cl[C:26]([O:28][CH2:29]C(C)C)=[O:27].Cl.[CH3:34]NOC, predict the reaction product. The product is: [C:9]([C:6]1[CH:7]=[C:8]([CH:3]=[CH:4][C:5]=1[O:22][CH:23]([CH3:24])[CH3:34])[C:26]([O:28][CH3:29])=[O:27])#[N:10]. (5) Given the reactants Cl.[C:2]1([NH:8]N)[CH:7]=[CH:6][CH:5]=[CH:4][CH:3]=1.[C:10]([N:15]1[CH2:20][CH2:19][C:18](=O)[CH2:17][CH2:16]1)([O:12][CH2:13][CH3:14])=[O:11].[CH2:22]([OH:24])C, predict the reaction product. The product is: [CH3:22][O:24][C:6]1[CH:5]=[CH:4][C:3]2[C:19]3[CH2:20][N:15]([C:10]([O:12][CH2:13][CH3:14])=[O:11])[CH2:16][CH2:17][C:18]=3[NH:8][C:2]=2[CH:7]=1. (6) Given the reactants Br[C:2]1[N:3]=[C:4]([C:7]2([F:20])[CH2:12][CH2:11][N:10]([C:13]([O:15][C:16]([CH3:19])([CH3:18])[CH3:17])=[O:14])[CH2:9][CH2:8]2)[S:5][CH:6]=1.C([Li])CCC.CN(C)[CH:28]=[O:29].[Cl-].[NH4+], predict the reaction product. The product is: [F:20][C:7]1([C:4]2[S:5][CH:6]=[C:2]([CH:28]=[O:29])[N:3]=2)[CH2:12][CH2:11][N:10]([C:13]([O:15][C:16]([CH3:19])([CH3:18])[CH3:17])=[O:14])[CH2:9][CH2:8]1.